Dataset: Catalyst prediction with 721,799 reactions and 888 catalyst types from USPTO. Task: Predict which catalyst facilitates the given reaction. (1) Reactant: [CH2:1]([N:3]([CH2:28][CH3:29])[C:4]([C:6]1[CH:7]=[CH:8][C:9]([N+:25]([O-])=O)=[C:10]([NH:12][C:13](=[O:24])[CH2:14][C:15]2[CH:20]=[CH:19][C:18]([O:21][CH2:22][CH3:23])=[CH:17][CH:16]=2)[CH:11]=1)=[O:5])[CH3:2]. Product: [NH2:25][C:9]1[CH:8]=[CH:7][C:6]([C:4]([N:3]([CH2:1][CH3:2])[CH2:28][CH3:29])=[O:5])=[CH:11][C:10]=1[NH:12][C:13](=[O:24])[CH2:14][C:15]1[CH:16]=[CH:17][C:18]([O:21][CH2:22][CH3:23])=[CH:19][CH:20]=1. The catalyst class is: 99. (2) Reactant: [CH:1]1([CH2:4][N:5]2[C:9]3[CH:10]=[CH:11][C:12]([S:14]([CH2:17][CH:18]4[CH2:21][N:20](C(OC(C)(C)C)=O)[CH2:19]4)(=[O:16])=[O:15])=[CH:13][C:8]=3[N:7]=[C:6]2[CH2:29][C:30]([CH3:33])([CH3:32])[CH3:31])[CH2:3][CH2:2]1.Cl[Si](C)(C)C. Product: [NH:20]1[CH2:19][CH:18]([CH2:17][S:14]([C:12]2[CH:11]=[CH:10][C:9]3[N:5]([CH2:4][CH:1]4[CH2:2][CH2:3]4)[C:6]([CH2:29][C:30]([CH3:33])([CH3:32])[CH3:31])=[N:7][C:8]=3[CH:13]=2)(=[O:16])=[O:15])[CH2:21]1. The catalyst class is: 5. (3) Reactant: [CH:1]1([CH2:4][S:5]([CH:8]2[CH2:13][CH2:12][C:11]([CH2:18][NH2:19])([CH2:14][CH:15]3[CH2:17][CH2:16]3)[CH2:10][CH2:9]2)(=[O:7])=[O:6])[CH2:3][CH2:2]1.C(N(C(C)C)C(C)C)C.[CH3:29][C:30]1[N:38]=[C:37]([C:39]([F:42])([F:41])[F:40])[CH:36]=[CH:35][C:31]=1[C:32](Cl)=[O:33].O. Product: [CH:1]1([CH2:4][S:5]([CH:8]2[CH2:13][CH2:12][C:11]([CH2:18][NH:19][C:32](=[O:33])[C:31]3[CH:35]=[CH:36][C:37]([C:39]([F:42])([F:40])[F:41])=[N:38][C:30]=3[CH3:29])([CH2:14][CH:15]3[CH2:16][CH2:17]3)[CH2:10][CH2:9]2)(=[O:7])=[O:6])[CH2:3][CH2:2]1. The catalyst class is: 2. (4) Reactant: [Cl:1][C:2]1[N:7]=[CH:6][C:5]([CH2:8][C:9]2[C:18]3[C:13](=[CH:14][CH:15]=[CH:16][CH:17]=3)[N:12]=[C:11]([C:19]([NH:21][C@H:22]3[CH2:27][CH2:26][CH2:25][CH2:24][C@@H:23]3[OH:28])=[O:20])[CH:10]=2)=[CH:4][CH:3]=1.[CH3:29][N:30]1[CH:34]=[C:33](B2OC(C)(C)C(C)(C)O2)[CH:32]=[N:31]1.C1(P(C2CCCCC2)C2CCCCC2)CCCCC1.P([O-])([O-])([O-])=O.[K+].[K+].[K+]. Product: [Cl:1][C:2]1[N:7]=[CH:6][C:5]([CH2:8][C:9]2[C:18]3[C:13](=[CH:14][CH:15]=[CH:16][CH:17]=3)[N:12]=[C:11]([C:19]([NH:21][C@H:22]3[CH2:27][CH2:26][CH2:25][CH2:24][C@@H:23]3[OH:28])=[O:20])[CH:10]=2)=[CH:4][CH:3]=1.[OH:28][C@H:23]1[CH2:24][CH2:25][CH2:26][CH2:27][C@@H:22]1[NH:21][C:19]([C:11]1[CH:10]=[C:9]([CH2:8][C:5]2[CH:6]=[N:7][C:2]([C:33]3[CH:32]=[N:31][N:30]([CH3:29])[CH:34]=3)=[CH:3][CH:4]=2)[C:18]2[C:13](=[CH:14][CH:15]=[CH:16][CH:17]=2)[N:12]=1)=[O:20]. The catalyst class is: 102. (5) Product: [OH:4][CH2:3][CH2:2][N:1]([CH2:5][CH2:6][OH:7])[S:16]([C:14]1[S:15][C:11]([Cl:10])=[C:12]([N+:20]([O-:22])=[O:21])[CH:13]=1)(=[O:18])=[O:17]. Reactant: [NH:1]([CH2:5][CH2:6][OH:7])[CH2:2][CH2:3][OH:4].[O-2].[Mg+2].[Cl:10][C:11]1[S:15][C:14]([S:16](Cl)(=[O:18])=[O:17])=[CH:13][C:12]=1[N+:20]([O-:22])=[O:21]. The catalyst class is: 90. (6) Reactant: FC(F)(F)C([NH:5][C:6]1[CH:11]=[CH:10][C:9]([CH2:12][CH:13]2[CH2:18][CH2:17][NH:16][CH2:15][CH2:14]2)=[CH:8][CH:7]=1)=O.C(N(CC)CC)C.[C:28](O[C:28]([O:30][C:31]([CH3:34])([CH3:33])[CH3:32])=[O:29])([O:30][C:31]([CH3:34])([CH3:33])[CH3:32])=[O:29].[OH-].[Na+]. Product: [NH2:5][C:6]1[CH:7]=[CH:8][C:9]([CH2:12][CH:13]2[CH2:14][CH2:15][N:16]([C:28]([O:30][C:31]([CH3:34])([CH3:33])[CH3:32])=[O:29])[CH2:17][CH2:18]2)=[CH:10][CH:11]=1. The catalyst class is: 4.